The task is: Regression. Given two drug SMILES strings and cell line genomic features, predict the synergy score measuring deviation from expected non-interaction effect.. This data is from NCI-60 drug combinations with 297,098 pairs across 59 cell lines. (1) Drug 1: CC1=C(C=C(C=C1)NC2=NC=CC(=N2)N(C)C3=CC4=NN(C(=C4C=C3)C)C)S(=O)(=O)N.Cl. Drug 2: CCC1=C2CN3C(=CC4=C(C3=O)COC(=O)C4(CC)O)C2=NC5=C1C=C(C=C5)O. Cell line: COLO 205. Synergy scores: CSS=41.7, Synergy_ZIP=8.57, Synergy_Bliss=7.38, Synergy_Loewe=-24.9, Synergy_HSA=2.40. (2) Drug 1: CC(CN1CC(=O)NC(=O)C1)N2CC(=O)NC(=O)C2. Drug 2: CN1C2=C(C=C(C=C2)N(CCCl)CCCl)N=C1CCCC(=O)O.Cl. Cell line: MDA-MB-231. Synergy scores: CSS=17.6, Synergy_ZIP=-5.19, Synergy_Bliss=0.202, Synergy_Loewe=-1.20, Synergy_HSA=2.03.